Dataset: Full USPTO retrosynthesis dataset with 1.9M reactions from patents (1976-2016). Task: Predict the reactants needed to synthesize the given product. (1) Given the product [CH3:29][C:30]1([CH3:38])[CH2:34][CH2:33][CH2:32][N:31]1[CH2:35][CH2:36][NH:37][C:6]([C:5]1[CH:9]=[C:10]([NH:11][C:12]([C:14]2[CH:15]=[N:16][N:17]3[CH:22]=[C:21]([C:23]4[CH:24]=[N:25][N:26]([CH3:28])[CH:27]=4)[CH:20]=[CH:19][C:18]=23)=[O:13])[C:2]([CH3:1])=[N:3][CH:4]=1)=[O:8], predict the reactants needed to synthesize it. The reactants are: [CH3:1][C:2]1[C:10]([NH:11][C:12]([C:14]2[CH:15]=[N:16][N:17]3[CH:22]=[C:21]([C:23]4[CH:24]=[N:25][N:26]([CH3:28])[CH:27]=4)[CH:20]=[CH:19][C:18]=23)=[O:13])=[CH:9][C:5]([C:6]([OH:8])=O)=[CH:4][N:3]=1.[CH3:29][C:30]1([CH3:38])[CH2:34][CH2:33][CH2:32][N:31]1[CH2:35][CH2:36][NH2:37].CCN(C(C)C)C(C)C.CN(C(ON1N=NC2C=CC=NC1=2)=[N+](C)C)C.F[P-](F)(F)(F)(F)F. (2) Given the product [CH3:1][N:2]([CH3:7])[CH2:3][C:4]([NH:59][C:55]1[CH:54]=[CH:53][CH:52]=[C:51]2[C:56]=1[CH:57]=[CH:58][C:49]([NH:48][C@H:39]1[C:47]3[C:42](=[CH:43][CH:44]=[CH:45][CH:46]=3)[CH2:41][CH2:40]1)=[N:50]2)=[O:5], predict the reactants needed to synthesize it. The reactants are: [CH3:1][N:2]([CH3:7])[CH2:3][C:4](O)=[O:5].C(N(C(C)C)C(C)C)C.CN(C(ON1N=NC2C=CC=CC1=2)=[N+](C)C)C.[B-](F)(F)(F)F.[C@H:39]1([NH:48][C:49]2[CH:58]=[CH:57][C:56]3[C:55]([NH2:59])=[CH:54][CH:53]=[CH:52][C:51]=3[N:50]=2)[C:47]2[C:42](=[CH:43][CH:44]=[CH:45][CH:46]=2)[CH2:41][CH2:40]1.C([O-])(O)=O.[Na+]. (3) The reactants are: [CH2:1]([O:3][C:4]([C:6]1[S:10][C:9]([NH2:11])=[N:8][C:7]=1[C:12]([F:15])([F:14])[F:13])=[O:5])[CH3:2].[C:16](O[C:16]([O:18][C:19]([CH3:22])([CH3:21])[CH3:20])=[O:17])([O:18][C:19]([CH3:22])([CH3:21])[CH3:20])=[O:17]. Given the product [CH2:1]([O:3][C:4]([C:6]1[S:10][C:9]([NH:11][C:16]([O:18][C:19]([CH3:22])([CH3:21])[CH3:20])=[O:17])=[N:8][C:7]=1[C:12]([F:14])([F:15])[F:13])=[O:5])[CH3:2], predict the reactants needed to synthesize it. (4) Given the product [Br:17][C:18]1[CH:23]=[CH:22][C:21]([C:24]2[C:25](=[O:27])[O:15][C:13]([CH3:14])([CH3:28])[C:12]=2[C:3]2[CH:2]=[CH:7][C:6]([S:8]([CH3:11])(=[O:9])=[O:10])=[CH:5][CH:4]=2)=[CH:20][CH:19]=1, predict the reactants needed to synthesize it. The reactants are: O[C:2]1(C)[CH:7]=[C:6]([S:8]([CH3:11])(=[O:10])=[O:9])[CH:5]=[CH:4][CH:3]1[CH2:12][C:13](=[O:15])[CH3:14].[Br:17][C:18]1[CH:23]=[CH:22][C:21]([CH2:24][C:25]([OH:27])=O)=[CH:20][CH:19]=1.[CH3:28]C1C=CC(S(O)(=O)=O)=CC=1.N12CCCN=C1CCCCC2. (5) Given the product [ClH:23].[N:1]1[CH:2]=[CH:3][C:4]([C:7]2[C:11]3[CH2:12][NH:13][CH2:14][CH2:15][C:10]=3[NH:9][N:8]=2)=[CH:5][CH:6]=1, predict the reactants needed to synthesize it. The reactants are: [N:1]1[CH:6]=[CH:5][C:4]([C:7]2[C:11]3[CH2:12][N:13](C(OC(C)(C)C)=O)[CH2:14][CH2:15][C:10]=3[NH:9][N:8]=2)=[CH:3][CH:2]=1.[ClH:23]. (6) Given the product [OH:26][C:22]1[CH:21]=[C:20]([C:9]2[CH2:10][CH2:11][CH2:12][C:13]3[CH:18]=[C:17]([OH:19])[CH:16]=[CH:15][C:14]=3[C:8]=2[CH2:7][CH2:6][CH2:5][CH2:4][CH2:3][CH2:2][N:32]([CH2:31][CH2:30][CH2:29][O:28][CH3:27])[CH2:33][CH2:34][CH2:35][S:36]([CH2:39][CH2:40][CH2:41][C:42]([F:48])([F:47])[C:43]([F:44])([F:45])[F:46])(=[O:37])=[O:38])[CH:25]=[CH:24][CH:23]=1, predict the reactants needed to synthesize it. The reactants are: Br[CH2:2][CH2:3][CH2:4][CH2:5][CH2:6][CH2:7][C:8]1[C:14]2[CH:15]=[CH:16][C:17]([OH:19])=[CH:18][C:13]=2[CH2:12][CH2:11][CH2:10][C:9]=1[C:20]1[CH:25]=[CH:24][CH:23]=[C:22]([OH:26])[CH:21]=1.[CH3:27][O:28][CH2:29][CH2:30][CH2:31][NH:32][CH2:33][CH2:34][CH2:35][S:36]([CH2:39][CH2:40][CH2:41][C:42]([F:48])([F:47])[C:43]([F:46])([F:45])[F:44])(=[O:38])=[O:37].